This data is from Reaction yield outcomes from USPTO patents with 853,638 reactions. The task is: Predict the reaction yield, written as a fraction of the theoretical maximum amount of product (1.0 means a 100% yield; for example, 0.34 means a 34% yield). The reactants are Cl.[CH:2]1([C:5]#[C:6][C:7]2[CH:8]=[C:9]3[C:13](=[CH:14][CH:15]=2)[CH2:12][C:11]2([CH2:20][CH2:19][CH:18]([O:21][CH3:22])[CH2:17][CH2:16]2)[C:10]3=[N:23]S(C(C)(C)C)=O)[CH2:4][CH2:3]1. The catalyst is O1CCOCC1. The product is [CH:2]1([C:5]#[C:6][C:7]2[CH:8]=[C:9]3[C:13]([CH2:12][C:11]4([CH2:20][CH2:19][CH:18]([O:21][CH3:22])[CH2:17][CH2:16]4)[C:10]3=[NH:23])=[CH:14][CH:15]=2)[CH2:3][CH2:4]1. The yield is 1.00.